From a dataset of Catalyst prediction with 721,799 reactions and 888 catalyst types from USPTO. Predict which catalyst facilitates the given reaction. (1) The catalyst class is: 12. Product: [C:32]([OH:39])(=[O:38])/[CH:33]=[CH:34]/[C:35]([OH:37])=[O:36].[Cl:1][C:2]1[CH:7]=[CH:6][C:5]([C:8]2[S:9][C:10]3[C:11](=[O:31])[N:12]([C:17]4[CH:22]=[CH:21][C:20]([O:23][CH:24]5[CH2:25][N:26]([CH3:28])[CH2:27]5)=[C:19]([O:29][CH3:30])[CH:18]=4)[CH:13]=[CH:14][C:15]=3[N:16]=2)=[CH:4][CH:3]=1. Reactant: [Cl:1][C:2]1[CH:7]=[CH:6][C:5]([C:8]2[S:9][C:10]3[C:11](=[O:31])[N:12]([C:17]4[CH:22]=[CH:21][C:20]([O:23][CH:24]5[CH2:27][N:26]([CH3:28])[CH2:25]5)=[C:19]([O:29][CH3:30])[CH:18]=4)[CH:13]=[CH:14][C:15]=3[N:16]=2)=[CH:4][CH:3]=1.[C:32]([OH:39])(=[O:38])/[CH:33]=[CH:34]/[C:35]([OH:37])=[O:36]. (2) Reactant: O1CCCC1.[CH3:6][C:7]1[CH:12]=[CH:11][N:10]=[C:9]([O:13][CH2:14][C:15]2[CH:20]=[CH:19][C:18]([CH2:21][C:22](Cl)=[N:23][OH:24])=[CH:17][CH:16]=2)[CH:8]=1.[C:26]([C:28]1[C:29]([NH2:34])=[N:30][CH:31]=[CH:32][CH:33]=1)#[CH:27].C(N(CC)CC)C. Product: [CH3:6][C:7]1[CH:12]=[CH:11][N:10]=[C:9]([O:13][CH2:14][C:15]2[CH:20]=[CH:19][C:18]([CH2:21][C:22]3[CH:27]=[C:26]([C:28]4[C:29]([NH2:34])=[N:30][CH:31]=[CH:32][CH:33]=4)[O:24][N:23]=3)=[CH:17][CH:16]=2)[CH:8]=1. The catalyst class is: 6. (3) Reactant: [CH:1]([C:3]1[CH:4]=[C:5]([CH:9]=[CH:10][C:11]=1[O:12][CH3:13])[C:6]([OH:8])=O)=[O:2].Cl.[CH3:15][O:16][C:17]([C:19]1([NH2:28])[CH2:27][C:26]2[C:21](=[CH:22][CH:23]=[CH:24][CH:25]=2)[CH2:20]1)=[O:18].C([O-])(=O)C.[Na+]. Product: [CH3:15][O:16][C:17]([C:19]1([NH:28][C:6](=[O:8])[C:5]2[CH:9]=[CH:10][C:11]([O:12][CH3:13])=[C:3]([CH:1]=[O:2])[CH:4]=2)[CH2:27][C:26]2[C:21](=[CH:22][CH:23]=[CH:24][CH:25]=2)[CH2:20]1)=[O:18]. The catalyst class is: 15. (4) Reactant: [CH3:1][N:2]1[C:10]2[C:5](=[CH:6][CH:7]=[C:8]([N+:11]([O-])=O)[CH:9]=2)[CH2:4][CH2:3]1.N(N)(C)C.C. Product: [CH3:1][N:2]1[C:10]2[C:5](=[CH:6][CH:7]=[C:8]([NH2:11])[CH:9]=2)[CH2:4][CH2:3]1. The catalyst class is: 5. (5) Reactant: Cl[CH2:2][CH2:3][CH2:4][C:5]1[C:13]2[C:8](=[CH:9][CH:10]=[CH:11][CH:12]=2)[NH:7][N:6]=1.[C-:14]#[N:15].[Na+]. Product: [C:14]([CH2:2][CH2:3][CH2:4][C:5]1[C:13]2[C:8](=[CH:9][CH:10]=[CH:11][CH:12]=2)[NH:7][N:6]=1)#[N:15]. The catalyst class is: 9. (6) Reactant: C[O:2][C:3]1[CH:11]=[C:10]([O:12][C:13]2[CH:18]=[CH:17][CH:16]=[C:15]([CH3:19])[CH:14]=2)[CH:9]=[CH:8][C:4]=1[C:5]([OH:7])=[O:6].B(Br)(Br)Br. Product: [OH:2][C:3]1[CH:11]=[C:10]([O:12][C:13]2[CH:18]=[CH:17][CH:16]=[C:15]([CH3:19])[CH:14]=2)[CH:9]=[CH:8][C:4]=1[C:5]([OH:7])=[O:6]. The catalyst class is: 2. (7) Reactant: C1C=CC(P(C2C(C3C(P(C4C=CC=CC=4)C4C=CC=CC=4)=CC=C4C=3C=CC=C4)=C3C(C=CC=C3)=CC=2)C2C=CC=CC=2)=CC=1.Br[C:48]1[CH:53]=[CH:52][C:51]([CH3:54])=[CH:50][CH:49]=1.C(=O)([O-])[O-].[Cs+].[Cs+].[F:61][C:62]([F:81])([F:80])[C:63]1[CH:68]=[CH:67][C:66]([NH:69][C:70]2[C:71]3[CH2:79][CH2:78][NH:77][CH2:76][C:72]=3[N:73]=[CH:74][N:75]=2)=[CH:65][CH:64]=1. Product: [C:51]1([CH3:54])[CH:52]=[CH:53][C:48]([N:77]2[CH2:78][CH2:79][C:71]3[C:70]([NH:69][C:66]4[CH:65]=[CH:64][C:63]([C:62]([F:81])([F:61])[F:80])=[CH:68][CH:67]=4)=[N:75][CH:74]=[N:73][C:72]=3[CH2:76]2)=[CH:49][CH:50]=1. The catalyst class is: 584. (8) Reactant: [C:1]([NH:5][C:6]([C:8]1[C:16]2[C:11](=[N:12][CH:13]=[C:14]([C:17]3[C:25]4[C:20](=[CH:21][CH:22]=[C:23]([O:26][CH:27]([F:29])[F:28])[CH:24]=4)[N:19]([CH2:30][C:31]([NH:33][CH3:34])=[O:32])[N:18]=3)[N:15]=2)[N:10](COCC[Si](C)(C)C)[CH:9]=1)=[O:7])([CH3:4])([CH3:3])[CH3:2].FC(F)(F)C(O)=O. Product: [C:1]([NH:5][C:6]([C:8]1[C:16]2[C:11](=[N:12][CH:13]=[C:14]([C:17]3[C:25]4[C:20](=[CH:21][CH:22]=[C:23]([O:26][CH:27]([F:28])[F:29])[CH:24]=4)[N:19]([CH2:30][C:31]([NH:33][CH3:34])=[O:32])[N:18]=3)[N:15]=2)[NH:10][CH:9]=1)=[O:7])([CH3:4])([CH3:3])[CH3:2]. The catalyst class is: 4. (9) Reactant: [F:1][C:2]1[CH:7]=[CH:6][C:5]([NH:8][C:9](=[O:15])[O:10][C:11]([CH3:14])([CH3:13])[CH3:12])=[CH:4][CH:3]=1.C([Li])(CC)C.[Cl:21][C:22]1[C:29]([O:30][CH3:31])=[CH:28][CH:27]=[CH:26][C:23]=1[CH:24]=[O:25].[Cl-].[NH4+]. Product: [Cl:21][C:22]1[C:29]([O:30][CH3:31])=[CH:28][CH:27]=[CH:26][C:23]=1[CH:24]([OH:25])[C:4]1[CH:3]=[C:2]([F:1])[CH:7]=[CH:6][C:5]=1[NH:8][C:9](=[O:15])[O:10][C:11]([CH3:12])([CH3:14])[CH3:13]. The catalyst class is: 54. (10) Reactant: [F:1][C:2]1[CH:7]=[CH:6][CH:5]=[C:4]([N+:8]([O-])=O)[C:3]=1[N:11]1[CH2:15][CH2:14][CH2:13][CH:12]1[C:16]([O:18]C)=O. Product: [F:1][C:2]1[CH:7]=[CH:6][CH2:5][CH:4]2[C:3]=1[N:11]1[CH2:15][CH2:14][CH2:13][CH:12]1[C:16](=[O:18])[NH:8]2. The catalyst class is: 19.